This data is from Catalyst prediction with 721,799 reactions and 888 catalyst types from USPTO. The task is: Predict which catalyst facilitates the given reaction. (1) Reactant: [O:1]1[C:5]2[CH:6]=[CH:7][C:8]([C:10]3([C:13]([NH:15][C:16]4[CH:17]=[C:18]5[C:22](=[CH:23][C:24]=4[F:25])[NH:21][CH:20]([C:26]([CH3:29])([CH3:28])[CH3:27])[CH2:19]5)=[O:14])[CH2:12][CH2:11]3)=[CH:9][C:4]=2[O:3][CH2:2]1.[O:30]1[CH2:35][CH2:34][CH2:33][CH:32]([CH:36]=O)[CH2:31]1.[BH-](OC(C)=O)(OC(C)=O)OC(C)=O.[Na+]. Product: [O:1]1[C:5]2[CH:6]=[CH:7][C:8]([C:10]3([C:13]([NH:15][C:16]4[CH:17]=[C:18]5[C:22](=[CH:23][C:24]=4[F:25])[N:21]([CH2:36][CH:32]4[CH2:33][CH2:34][CH2:35][O:30][CH2:31]4)[CH:20]([C:26]([CH3:29])([CH3:28])[CH3:27])[CH2:19]5)=[O:14])[CH2:12][CH2:11]3)=[CH:9][C:4]=2[O:3][CH2:2]1. The catalyst class is: 4. (2) Reactant: C(OC(=O)[NH:7][C:8]1([C:12]2[CH:17]=[CH:16][C:15]([C:18]3[N:23]=[C:22]4[CH2:24][CH2:25][CH2:26][C:27](=[CH:30]N(C)C)[C:28](=O)[C:21]4=[CH:20][C:19]=3[C:34]3[CH:39]=[CH:38][CH:37]=[CH:36][CH:35]=3)=[CH:14][CH:13]=2)[CH2:11][CH2:10][CH2:9]1)(C)(C)C.O.[NH2:42][NH2:43]. The catalyst class is: 8. Product: [C:34]1([C:19]2[CH:20]=[C:21]3[C:28]4=[N:42][NH:43][CH:30]=[C:27]4[CH2:26][CH2:25][CH2:24][C:22]3=[N:23][C:18]=2[C:15]2[CH:14]=[CH:13][C:12]([C:8]3([NH2:7])[CH2:11][CH2:10][CH2:9]3)=[CH:17][CH:16]=2)[CH:39]=[CH:38][CH:37]=[CH:36][CH:35]=1. (3) Reactant: F[C:2]1[C:3]([C:19]2[CH:24]=[CH:23][CH:22]=[CH:21][CH:20]=2)=[C:4]([CH3:18])[C:5]([C:16]#[N:17])=[C:6]2[C:10]=1[O:9][C:8]([N:11]1[CH2:15][CH2:14][CH2:13][CH2:12]1)=[N:7]2.C(N(CC)CC)C.[CH3:32][N:33]([CH3:39])[C@H:34]1[CH2:38][CH2:37][NH:36][CH2:35]1. Product: [CH3:32][N:33]([CH3:39])[C@H:34]1[CH2:38][CH2:37][N:36]([C:2]2[C:3]([C:19]3[CH:24]=[CH:23][CH:22]=[CH:21][CH:20]=3)=[C:4]([CH3:18])[C:5]([C:16]#[N:17])=[C:6]3[C:10]=2[O:9][C:8]([N:11]2[CH2:15][CH2:14][CH2:13][CH2:12]2)=[N:7]3)[CH2:35]1. The catalyst class is: 633. (4) Reactant: Br[C:2]1(Br)[C:10]2[C:5](=[N:6][CH:7]=[CH:8][CH:9]=2)[NH:4][C:3]1=[O:11].[NH4+].[Cl-]. Product: [NH:4]1[C:5]2=[N:6][CH:7]=[CH:8][CH:9]=[C:10]2[CH2:2][C:3]1=[O:11]. The catalyst class is: 324. (5) Reactant: Cl.[CH3:2][O:3][CH2:4][CH2:5][N:6]1[CH2:11][CH2:10][C:9]([S:15]([C:18]2[CH:23]=[CH:22][C:21]([C:24]3[CH:29]=[CH:28][C:27]([O:30][C:31]([F:36])([F:35])[CH:32]([F:34])[F:33])=[CH:26][CH:25]=3)=[CH:20][CH:19]=2)(=[O:17])=[O:16])([C:12](O)=[O:13])[CH2:8][CH2:7]1.C(N(CC)CC)C.F[B-](F)(F)F.N1(OC(N(C)C)=[N+](C)C)C2C=CC=CC=2N=N1.[O:66]1[CH2:71][CH2:70][CH2:69][CH2:68][CH:67]1[O:72][NH2:73]. Product: [CH3:2][O:3][CH2:4][CH2:5][N:6]1[CH2:7][CH2:8][C:9]([S:15]([C:18]2[CH:19]=[CH:20][C:21]([C:24]3[CH:29]=[CH:28][C:27]([O:30][C:31]([F:36])([F:35])[CH:32]([F:34])[F:33])=[CH:26][CH:25]=3)=[CH:22][CH:23]=2)(=[O:16])=[O:17])([C:12]([NH:73][O:72][CH:67]2[CH2:68][CH2:69][CH2:70][CH2:71][O:66]2)=[O:13])[CH2:10][CH2:11]1. The catalyst class is: 42. (6) Reactant: [NH2:1][C:2]1[NH:6][N:5]=[C:4]([CH:7]2[CH2:12][CH2:11][N:10](C(=O)C)[CH2:9][CH2:8]2)[C:3]=1[C:16]1[S:17][C:18]2[CH:24]=[CH:23][CH:22]=[CH:21][C:19]=2[N:20]=1.[OH-].[Na+].[Na+].[Cl-]. Product: [NH3:1].[S:17]1[C:18]2[CH:24]=[CH:23][CH:22]=[CH:21][C:19]=2[N:20]=[C:16]1[C:3]1[C:4]([CH:7]2[CH2:8][CH2:9][NH:10][CH2:11][CH2:12]2)=[N:5][NH:6][C:2]=1[NH2:1]. The catalyst class is: 33. (7) Reactant: [Br:1][C:2]1[C:3]([C:23]2[CH:28]=[CH:27][CH:26]=[CH:25][CH:24]=2)=[N:4][N:5]([C:13]2[CH:18]=[CH:17][N:16]=[C:15](S(C)(=O)=O)[N:14]=2)[C:6]=1[C:7]1[CH:12]=[CH:11][CH:10]=[CH:9][CH:8]=1.[NH2:29][C:30]1[CH:35]=[CH:34][CH:33]=[CH:32][CH:31]=1. Product: [Br:1][C:2]1[C:3]([C:23]2[CH:28]=[CH:27][CH:26]=[CH:25][CH:24]=2)=[N:4][N:5]([C:13]2[CH:18]=[CH:17][N:16]=[C:15]([NH:29][C:30]3[CH:35]=[CH:34][CH:33]=[CH:32][CH:31]=3)[N:14]=2)[C:6]=1[C:7]1[CH:12]=[CH:11][CH:10]=[CH:9][CH:8]=1. The catalyst class is: 16. (8) Product: [Br:1][C:2]1[CH:7]=[N:6][CH:5]=[C:4]([C:8]2[O:15][C:12]([CH2:13][Cl:14])=[N:11][N:10]=2)[CH:3]=1. The catalyst class is: 265. Reactant: [Br:1][C:2]1[CH:3]=[C:4]([C:8]([NH:10][NH:11][C:12](=[O:15])[CH2:13][Cl:14])=O)[CH:5]=[N:6][CH:7]=1. (9) Reactant: [CH3:1][C:2]1[C:7]([OH:8])=[CH:6][CH:5]=[C:4]([CH3:9])[N:3]=1.[H-].[Na+].[Br:12][C:13]1[CH:14]=[C:15]([N+]([O-])=O)[C:16]([C:19]#[N:20])=[N:17][CH:18]=1.O. Product: [Br:12][C:13]1[CH:14]=[C:15]([O:8][C:7]2[C:2]([CH3:1])=[N:3][C:4]([CH3:9])=[CH:5][CH:6]=2)[C:16]([C:19]#[N:20])=[N:17][CH:18]=1. The catalyst class is: 3.